Dataset: Reaction yield outcomes from USPTO patents with 853,638 reactions. Task: Predict the reaction yield, written as a fraction of the theoretical maximum amount of product (1.0 means a 100% yield; for example, 0.34 means a 34% yield). (1) The reactants are C(NC(C)C)(C)C.C([Li])CCC.[CH3:13][O:14][C:15](=[O:28])[CH2:16][C:17]1[CH:22]=[CH:21][CH:20]=[C:19]([S:23][C:24]([F:27])([F:26])[F:25])[CH:18]=1.I[CH2:30][CH:31]1[CH2:35][CH2:34][CH2:33][CH2:32]1. The catalyst is O1CCCC1.CN1CCCN(C)C1=O. The product is [CH3:13][O:14][C:15](=[O:28])[CH:16]([C:17]1[CH:22]=[CH:21][CH:20]=[C:19]([S:23][C:24]([F:27])([F:25])[F:26])[CH:18]=1)[CH2:30][CH:31]1[CH2:35][CH2:34][CH2:33][CH2:32]1. The yield is 0.890. (2) The reactants are C(=O)([O-])[O-].[K+].[K+].[CH2:7](Br)[C:8]1[CH:13]=[CH:12][CH:11]=[CH:10][CH:9]=1.Cl.[NH2:16][C@H:17]([CH3:22])[C:18]([O:20][CH3:21])=[O:19]. The catalyst is C(#N)C. The product is [CH3:21][O:20][C:18](=[O:19])[C@H:17]([N:16]([CH2:7][C:8]1[CH:13]=[CH:12][CH:11]=[CH:10][CH:9]=1)[CH2:7][C:8]1[CH:13]=[CH:12][CH:11]=[CH:10][CH:9]=1)[CH3:22]. The yield is 0.990. (3) The yield is 0.410. The reactants are [N:1]([C:9](OC(C)C)=O)=NC(OC(C)C)=O.[C:15]([O:19][C:20](=[O:50])[NH:21][CH2:22][C@H:23]1[CH2:28][CH2:27][C@H:26]([CH2:29][NH:30][C:31]([C:33]2[C:42]3[C:37](=[CH:38][CH:39]=[CH:40][CH:41]=3)[N:36]=[C:35]([C:43]3[CH:48]=[CH:47][C:46]([OH:49])=[CH:45][CH:44]=3)[CH:34]=2)=[O:32])[CH2:25][CH2:24]1)([CH3:18])([CH3:17])[CH3:16].C1(P([C:64]2[CH:69]=CC=CC=2)C2C=CC=CC=2)C=CC=CC=1.[C:70]([O-])(O)=O.[Na+]. The product is [CH3:70][N:1]([CH3:9])[CH2:69][CH2:64][O:49][C:46]1[CH:45]=[CH:44][C:43]([C:35]2[CH:34]=[C:33]([C:31]([NH:30][CH2:29][C@H:26]3[CH2:27][CH2:28][C@H:23]([CH2:22][NH:21][C:20](=[O:50])[O:19][C:15]([CH3:18])([CH3:16])[CH3:17])[CH2:24][CH2:25]3)=[O:32])[C:42]3[C:37](=[CH:38][CH:39]=[CH:40][CH:41]=3)[N:36]=2)=[CH:48][CH:47]=1. The catalyst is C1COCC1.CCOC(C)=O. (4) The reactants are [F:1][C:2]1[CH:10]=[C:9]([F:11])[CH:8]=[CH:7][C:3]=1[C:4]([OH:6])=[O:5].[I:12]N1C(=O)CCC1=O.S([O-])([O-])=O.[Na+].[Na+]. The catalyst is S(=O)(=O)(O)O. The product is [F:1][C:2]1[CH:10]=[C:9]([F:11])[C:8]([I:12])=[CH:7][C:3]=1[C:4]([OH:6])=[O:5]. The yield is 0.730. (5) The reactants are [Cl:1][C:2]1[CH:7]=[CH:6][C:5]([C:8]2[C:13]([CH2:14][OH:15])=[C:12]([CH3:16])[N:11]=[C:10]3[N:17]([CH2:22][C:23]4[CH:28]=[CH:27][C:26]([O:29][CH3:30])=[CH:25][CH:24]=4)[C:18]([CH3:21])=[C:19]([CH3:20])[C:9]=23)=[CH:4][CH:3]=1.C(N(CC)CC)C.O. The catalyst is CS(C)=O. The product is [Cl:1][C:2]1[CH:7]=[CH:6][C:5]([C:8]2[C:13]([CH:14]=[O:15])=[C:12]([CH3:16])[N:11]=[C:10]3[N:17]([CH2:22][C:23]4[CH:24]=[CH:25][C:26]([O:29][CH3:30])=[CH:27][CH:28]=4)[C:18]([CH3:21])=[C:19]([CH3:20])[C:9]=23)=[CH:4][CH:3]=1. The yield is 0.640. (6) The reactants are C(=O)([O-])[O-].[K+].[K+].[C:7]([CH2:9][C:10]([O:12][CH3:13])=[O:11])#[N:8].F[C:15]1[CH:20]=[C:19]([F:21])[CH:18]=[CH:17][C:16]=1[N+:22]([O-:24])=[O:23].Cl. The catalyst is C(OCC)(=O)C.CN(C)C=O. The product is [F:21][C:19]1[CH:18]=[CH:17][C:16]([N+:22]([O-:24])=[O:23])=[C:15]([CH:9]([C:7]#[N:8])[C:10]([O:12][CH3:13])=[O:11])[CH:20]=1. The yield is 0.840. (7) The reactants are [Cl:1][C:2]1[C:3]([O:30][C@H:31]2[CH2:36][C:35]([F:38])([F:37])[CH2:34][CH2:33][C@@H:32]2[C:39]2[N:43]([CH3:44])[N:42]=[CH:41][CH:40]=2)=[CH:4][C:5]([F:29])=[C:6]([S:8]([N:11](CC2C=CC(OC)=CC=2OC)[C:12]2[CH:17]=[CH:16][N:15]=[CH:14][N:13]=2)(=[O:10])=[O:9])[CH:7]=1.C([SiH](CC)CC)C.FC(F)(F)C(O)=O. The catalyst is ClCCl. The product is [Cl:1][C:2]1[C:3]([O:30][C@H:31]2[CH2:36][C:35]([F:38])([F:37])[CH2:34][CH2:33][C@@H:32]2[C:39]2[N:43]([CH3:44])[N:42]=[CH:41][CH:40]=2)=[CH:4][C:5]([F:29])=[C:6]([S:8]([NH:11][C:12]2[CH:17]=[CH:16][N:15]=[CH:14][N:13]=2)(=[O:9])=[O:10])[CH:7]=1. The yield is 0.830. (8) The reactants are [S:1]1[CH:5]=[CH:4][CH:3]=[C:2]1[C:6]1[CH:11]=[CH:10][C:9]([NH:12]C(=O)OC(C)(C)C)=[C:8]([NH:20][C:21](=[O:25])[O:22][CH2:23][CH3:24])[CH:7]=1.Cl. The product is [NH2:12][C:9]1[CH:10]=[CH:11][C:6]([C:2]2[S:1][CH:5]=[CH:4][CH:3]=2)=[CH:7][C:8]=1[NH:20][C:21](=[O:25])[O:22][CH2:23][CH3:24]. The catalyst is CO.O1CCOCC1. The yield is 0.690. (9) The reactants are [F:1][C:2]1[CH:3]=[C:4]([CH:9]=[CH:10][C:11]=1[C:12]1[N:13]=[C:14]([N:17]2[CH2:22][CH2:21][N:20]([CH3:23])[CH2:19][CH2:18]2)[S:15][CH:16]=1)[C:5]([O:7]C)=[O:6].[ClH:24]. No catalyst specified. The product is [ClH:24].[F:1][C:2]1[CH:3]=[C:4]([CH:9]=[CH:10][C:11]=1[C:12]1[N:13]=[C:14]([N:17]2[CH2:22][CH2:21][N:20]([CH3:23])[CH2:19][CH2:18]2)[S:15][CH:16]=1)[C:5]([OH:7])=[O:6]. The yield is 1.00.